Predict the reactants needed to synthesize the given product. From a dataset of Full USPTO retrosynthesis dataset with 1.9M reactions from patents (1976-2016). Given the product [Cl:1][C:2]1[CH:7]=[CH:6][C:5]([CH2:8][C:10]2[S:14][CH:13]=[N:12][CH:11]=2)=[C:4]([O:15][CH3:16])[CH:3]=1, predict the reactants needed to synthesize it. The reactants are: [Cl:1][C:2]1[CH:7]=[CH:6][C:5]([CH:8]([C:10]2[S:14][CH:13]=[N:12][CH:11]=2)O)=[C:4]([O:15][CH3:16])[CH:3]=1.FC(F)(F)C(O)=O.C([SiH](CC)CC)C.